From a dataset of Forward reaction prediction with 1.9M reactions from USPTO patents (1976-2016). Predict the product of the given reaction. Given the reactants [NH2:1][C:2]1[CH:3]=[C:4]([CH:34]=[CH:35][CH:36]=1)[CH2:5][O:6][CH2:7][CH2:8][O:9][CH2:10][CH2:11][CH2:12][CH2:13][CH2:14][CH2:15][N:16]1[CH2:20][C@@H:19]([C:21]2[CH:32]=[CH:31][C:24]3[O:25][C:26]([CH3:30])([CH3:29])[O:27][CH2:28][C:23]=3[CH:22]=2)[O:18][C:17]1=[O:33].[C:37]1([C:46]2[CH:51]=[CH:50][CH:49]=[CH:48][CH:47]=2)[CH:42]=[CH:41][C:40]([N:43]=[C:44]=[O:45])=[CH:39][CH:38]=1.C(O)(C)C, predict the reaction product. The product is: [C:37]1([C:46]2[CH:47]=[CH:48][CH:49]=[CH:50][CH:51]=2)[CH:38]=[CH:39][C:40]([NH:43][C:44]([NH:1][C:2]2[CH:36]=[CH:35][CH:34]=[C:4]([CH2:5][O:6][CH2:7][CH2:8][O:9][CH2:10][CH2:11][CH2:12][CH2:13][CH2:14][CH2:15][N:16]3[CH2:20][C@@H:19]([C:21]4[CH:32]=[CH:31][C:24]5[O:25][C:26]([CH3:30])([CH3:29])[O:27][CH2:28][C:23]=5[CH:22]=4)[O:18][C:17]3=[O:33])[CH:3]=2)=[O:45])=[CH:41][CH:42]=1.